Dataset: Forward reaction prediction with 1.9M reactions from USPTO patents (1976-2016). Task: Predict the product of the given reaction. (1) Given the reactants [F:1][C:2]1[CH:3]=[C:4]([C:9]2[O:13][N:12]=[C:11]([C:14]([O:16]CC)=[O:15])[CH:10]=2)[CH:5]=[CH:6][C:7]=1[F:8].[F:19]C1C(C(O)=O)=NOC=1C1C=CC(F)=CC=1, predict the reaction product. The product is: [F:1][C:2]1[CH:3]=[C:4]([C:9]2[O:13][N:12]=[C:11]([C:14]([OH:16])=[O:15])[C:10]=2[F:19])[CH:5]=[CH:6][C:7]=1[F:8]. (2) Given the reactants S(Cl)([Cl:4])(=O)=O.CS[S:8][CH3:9].[F:10][C:11]1[CH:19]=[CH:18][C:14]([C:15]([CH3:17])=[CH2:16])=[CH:13][CH:12]=1, predict the reaction product. The product is: [Cl:4][CH2:16][C:15]([C:14]1[CH:18]=[CH:19][C:11]([F:10])=[CH:12][CH:13]=1)([CH3:17])[S:8][CH3:9].